This data is from Reaction yield outcomes from USPTO patents with 853,638 reactions. The task is: Predict the reaction yield, written as a fraction of the theoretical maximum amount of product (1.0 means a 100% yield; for example, 0.34 means a 34% yield). The reactants are OCC1C=CC([C:9]2[C:17]3[C:16]([C:18]([O-:20])=O)=[CH:15][CH:14]=[N:13][C:12]=3[N:11]([CH:21]([CH3:23])[CH3:22])[N:10]=2)=CC=1.[OH-].[Na+].[NH2:26][CH2:27][C:28]1[C:29](=[O:36])[NH:30][C:31]([CH3:35])=[CH:32][C:33]=1[CH3:34].C1CN([P+](ON2N=N[C:56]3[CH:57]=[CH:58][CH:59]=[CH:60][C:55]2=3)(N2CCCC2)N2CCCC2)CC1.F[P-](F)(F)(F)(F)F.[C:70]([O-])(O)=[O:71].[Na+]. The catalyst is CCO.CS(C)=O.CO.C(Cl)Cl. The product is [CH3:34][C:33]1[CH:32]=[C:31]([CH3:35])[NH:30][C:29](=[O:36])[C:28]=1[CH2:27][NH:26][C:18]([C:16]1[C:17]2[CH:9]=[N:10][N:11]([CH:21]([CH3:22])[CH3:23])[C:12]=2[N:13]=[C:14]([C:59]2[CH:60]=[CH:55][C:56]([CH2:70][OH:71])=[CH:57][CH:58]=2)[CH:15]=1)=[O:20]. The yield is 0.814.